This data is from Merck oncology drug combination screen with 23,052 pairs across 39 cell lines. The task is: Regression. Given two drug SMILES strings and cell line genomic features, predict the synergy score measuring deviation from expected non-interaction effect. Drug 1: CCC1=CC2CN(C1)Cc1c([nH]c3ccccc13)C(C(=O)OC)(c1cc3c(cc1OC)N(C)C1C(O)(C(=O)OC)C(OC(C)=O)C4(CC)C=CCN5CCC31C54)C2. Drug 2: C=CCn1c(=O)c2cnc(Nc3ccc(N4CCN(C)CC4)cc3)nc2n1-c1cccc(C(C)(C)O)n1. Cell line: RPMI7951. Synergy scores: synergy=-12.0.